Dataset: Forward reaction prediction with 1.9M reactions from USPTO patents (1976-2016). Task: Predict the product of the given reaction. (1) Given the reactants [Br:1][C:2]1[C:7]([Cl:8])=[CH:6][C:5]([NH:9][C:10]2[N:11](CC3C=CC(OC)=CC=3)[N:12]=[C:13]([O:15][CH3:16])[N:14]=2)=[CH:4][C:3]=1[Cl:26].C(O)(C(F)(F)F)=O, predict the reaction product. The product is: [Br:1][C:2]1[C:3]([Cl:26])=[CH:4][C:5]([NH:9][C:10]2[N:14]=[C:13]([O:15][CH3:16])[NH:12][N:11]=2)=[CH:6][C:7]=1[Cl:8]. (2) Given the reactants [CH2:1](Br)[C:2]([C:4]1[CH:9]=[CH:8][CH:7]=[CH:6][CH:5]=1)=O.[NH2:11][C:12]([NH2:14])=[S:13], predict the reaction product. The product is: [C:4]1([C:2]2[N:11]=[C:12]([NH2:14])[S:13][CH:1]=2)[CH:9]=[CH:8][CH:7]=[CH:6][CH:5]=1.